Dataset: Forward reaction prediction with 1.9M reactions from USPTO patents (1976-2016). Task: Predict the product of the given reaction. (1) The product is: [C:55]([N:32]1[CH2:31][CH2:30][CH:29]([NH:28][C:25]2[N:24]=[CH:23][C:22]3[CH2:21][CH2:20][C:19]4[C:15]([C:13]([NH:12][C:5]5[C:4]([CH2:2][CH3:3])=[CH:9][CH:8]=[CH:7][C:6]=5[CH2:10][CH3:11])=[O:14])=[N:16][N:17]([CH3:35])[C:18]=4[C:27]=3[N:26]=2)[CH2:34][CH2:33]1)(=[O:57])[CH3:56]. Given the reactants Cl.[CH2:2]([C:4]1[CH:9]=[CH:8][CH:7]=[C:6]([CH2:10][CH3:11])[C:5]=1[NH:12][C:13]([C:15]1[C:19]2[CH2:20][CH2:21][C:22]3[CH:23]=[N:24][C:25]([NH:28][CH:29]4[CH2:34][CH2:33][NH:32][CH2:31][CH2:30]4)=[N:26][C:27]=3[C:18]=2[N:17]([CH3:35])[N:16]=1)=[O:14])[CH3:3].CCN(C(C)C)C(C)C.ON1C2C=CC=CC=2N=N1.[C:55](O)(=[O:57])[CH3:56], predict the reaction product. (2) Given the reactants FC(F)(F)C1C=C(NC(=O)NC2C=CC(C3SC(CCC(O)=O)=NC=3)=CC=2)C=CC=1.[Cl:31][C:32]1[CH:37]=[CH:36][C:35]([NH:38][C:39](=[O:62])[NH:40][C:41]2[CH:46]=[CH:45][C:44]([C:47]3[S:51][C:50]([CH:52]4[CH2:57][CH2:56][CH:55]([C:58]([O:60]C)=[O:59])[CH2:54][CH2:53]4)=[N:49][CH:48]=3)=[CH:43][CH:42]=2)=[C:34]([F:63])[CH:33]=1, predict the reaction product. The product is: [Cl:31][C:32]1[CH:37]=[CH:36][C:35]([NH:38][C:39](=[O:62])[NH:40][C:41]2[CH:42]=[CH:43][C:44]([C:47]3[S:51][C:50]([CH:52]4[CH2:53][CH2:54][CH:55]([C:58]([OH:60])=[O:59])[CH2:56][CH2:57]4)=[N:49][CH:48]=3)=[CH:45][CH:46]=2)=[C:34]([F:63])[CH:33]=1. (3) Given the reactants [C:1](N1C=CN=C1)(N1C=CN=C1)=[O:2].[NH2:13][C:14]1[CH:19]=[CH:18][C:17]([C:20]([F:23])([F:22])[F:21])=[CH:16][C:15]=1[NH:24][CH:25]1[CH2:30][CH2:29][N:28]([C:31]([O:33][CH2:34][CH3:35])=[O:32])[CH2:27][CH2:26]1, predict the reaction product. The product is: [O:2]=[C:1]1[N:24]([CH:25]2[CH2:30][CH2:29][N:28]([C:31]([O:33][CH2:34][CH3:35])=[O:32])[CH2:27][CH2:26]2)[C:15]2[CH:16]=[C:17]([C:20]([F:22])([F:23])[F:21])[CH:18]=[CH:19][C:14]=2[NH:13]1. (4) Given the reactants Br[C:2]1[CH:7]=[CH:6][CH:5]=[CH:4][C:3]=1[O:8][CH2:9][CH3:10].[O:11]1[CH2:13][CH2:12]1, predict the reaction product. The product is: [CH2:9]([O:8][C:3]1[CH:4]=[CH:5][CH:6]=[CH:7][C:2]=1[CH2:13][CH2:12][OH:11])[CH3:10]. (5) Given the reactants C(N(CC)C(C)C)(C)C.[Cl:10][C:11]1[CH:33]=[CH:32][C:14]([CH2:15][NH:16][C:17]([C:19]2[C:20](=[O:31])[C:21]3[CH:28]=[C:27]([CH2:29]Cl)[O:26][C:22]=3[N:23]([CH3:25])[CH:24]=2)=[O:18])=[CH:13][CH:12]=1.[OH:34][CH:35]([C:41]1[CH:46]=[CH:45][CH:44]=[CH:43][CH:42]=1)[CH:36]1[CH2:40][CH2:39][CH2:38][NH:37]1.O, predict the reaction product. The product is: [Cl:10][C:11]1[CH:33]=[CH:32][C:14]([CH2:15][NH:16][C:17]([C:19]2[C:20](=[O:31])[C:21]3[CH:28]=[C:27]([CH2:29][N:37]4[CH2:38][CH2:39][CH2:40][C@@H:36]4[C@@H:35]([OH:34])[C:41]4[CH:46]=[CH:45][CH:44]=[CH:43][CH:42]=4)[O:26][C:22]=3[N:23]([CH3:25])[CH:24]=2)=[O:18])=[CH:13][CH:12]=1. (6) Given the reactants [F:1][C:2]1[CH:3]=[C:4]([C:10]2[CH:15]=[CH:14][C:13]([C:16]([NH:18][C:19]3([C:27]([O:29][CH3:30])=[O:28])[CH2:26][CH2:25][CH2:24][CH2:23][CH2:22][CH2:21][CH2:20]3)=[O:17])=[C:12]([N+:31]([O-])=O)[CH:11]=2)[CH:5]=[CH:6][C:7]=1[O:8][CH3:9], predict the reaction product. The product is: [NH2:31][C:12]1[CH:11]=[C:10]([C:4]2[CH:5]=[CH:6][C:7]([O:8][CH3:9])=[C:2]([F:1])[CH:3]=2)[CH:15]=[CH:14][C:13]=1[C:16]([NH:18][C:19]1([C:27]([O:29][CH3:30])=[O:28])[CH2:26][CH2:25][CH2:24][CH2:23][CH2:22][CH2:21][CH2:20]1)=[O:17]. (7) Given the reactants [N+:1]([C:4]1[CH:5]=[C:6]([CH2:10][C:11]([NH:13][C@H:14]([C:16]([OH:18])=O)[CH3:15])=[O:12])[CH:7]=[CH:8][CH:9]=1)([O-:3])=[O:2].Cl.[CH2:20]([O:22][C:23](=[O:28])[C@H:24]([CH2:26][OH:27])[NH2:25])[CH3:21], predict the reaction product. The product is: [CH2:20]([O:22][C:23](=[O:28])[C@H:24]([CH2:26][OH:27])[NH:25][C:16](=[O:18])[C@H:14]([CH3:15])[NH:13][C:11](=[O:12])[CH2:10][C:6]1[CH:7]=[CH:8][CH:9]=[C:4]([N+:1]([O-:3])=[O:2])[CH:5]=1)[CH3:21].